This data is from TCR-epitope binding with 47,182 pairs between 192 epitopes and 23,139 TCRs. The task is: Binary Classification. Given a T-cell receptor sequence (or CDR3 region) and an epitope sequence, predict whether binding occurs between them. The epitope is IYSKHTPINL. The TCR CDR3 sequence is CASSLSSTRTDTQYF. Result: 0 (the TCR does not bind to the epitope).